From a dataset of Forward reaction prediction with 1.9M reactions from USPTO patents (1976-2016). Predict the product of the given reaction. (1) Given the reactants [O-:1]CC.[K+].[CH3:5][C:6]1[N:10]([C:11]2[CH:12]=[N:13][CH:14]=[CH:15][C:16]=2[C:17]([O:19]CC)=O)[N:9]=[N:8][N:7]=1.CN(C)C=O, predict the reaction product. The product is: [OH2:1].[N:9]1[N:10]2[C:11]3[C:16]([C:17]([OH:19])=[CH:5][C:6]2=[N:7][N:8]=1)=[CH:15][CH:14]=[N:13][CH:12]=3. (2) Given the reactants [NH2:1][C:2]1[CH:3]=[CH:4][C:5]2[O:14][CH2:13][C:12](=[O:15])[C:11]3[N:7]([CH:8]=[CH:9][CH:10]=3)[C:6]=2[CH:16]=1.Cl[C:18]1[N:23]=[C:22]([NH:24][C:25]2[C:34]([F:35])=[CH:33][CH:32]=[CH:31][C:26]=2[C:27]([NH:29][CH3:30])=[O:28])[C:21]([Cl:36])=[CH:20][N:19]=1, predict the reaction product. The product is: [Cl:36][C:21]1[C:22]([NH:24][C:25]2[C:34]([F:35])=[CH:33][CH:32]=[CH:31][C:26]=2[C:27]([NH:29][CH3:30])=[O:28])=[N:23][C:18]([NH:1][C:2]2[CH:3]=[CH:4][C:5]3[O:14][CH2:13][C:12](=[O:15])[C:11]4[N:7]([CH:8]=[CH:9][CH:10]=4)[C:6]=3[CH:16]=2)=[N:19][CH:20]=1. (3) Given the reactants [N+:1]([C:4]1[CH:5]=[C:6]([C:21]2[CH:26]=[CH:25][CH:24]=[CH:23][C:22]=2[C:27]([F:30])([F:29])[F:28])[CH:7]=[CH:8][C:9]=1[NH:10][C:11](=[O:20])/[CH:12]=[CH:13]/[CH:14]1[CH2:19][CH2:18][O:17][CH2:16][CH2:15]1)([O-])=O.[NH4+].[Cl-].C([O-])(O)=O.[Na+], predict the reaction product. The product is: [NH2:1][C:4]1[CH:5]=[C:6]([C:21]2[CH:26]=[CH:25][CH:24]=[CH:23][C:22]=2[C:27]([F:30])([F:28])[F:29])[CH:7]=[CH:8][C:9]=1[NH:10][C:11](=[O:20])/[CH:12]=[CH:13]/[CH:14]1[CH2:15][CH2:16][O:17][CH2:18][CH2:19]1. (4) Given the reactants N1(C([O:8][C@H:9]2[CH2:14][CH2:13][C@H:12]([N:15]3[C:23](=[O:24])[NH:22][C:21]4[C:16]3=[N:17][C:18]([N:25]3[C:29]5[CH:30]=[CH:31][CH:32]=[CH:33][C:28]=5[N:27]=[CH:26]3)=[N:19][CH:20]=4)[CH2:11][CH2:10]2)=O)C=CN=C1.Cl, predict the reaction product. The product is: [N:25]1([C:18]2[N:17]=[C:16]3[C:21]([NH:22][C:23](=[O:24])[N:15]3[C@H:12]3[CH2:11][CH2:10][C@H:9]([OH:8])[CH2:14][CH2:13]3)=[CH:20][N:19]=2)[C:29]2[CH:30]=[CH:31][CH:32]=[CH:33][C:28]=2[N:27]=[CH:26]1. (5) Given the reactants C(O[C:4](=O)[CH2:5][NH:6][C:7]([C:9]1[C:14](=[O:15])[N:13]([CH2:16][C:17]2[CH:22]=[CH:21][CH:20]=[CH:19][C:18]=2[O:23][CH3:24])[C:12]([OH:25])=[C:11]([C:26](OC)=[O:27])[C:10]=1[OH:30])=[O:8])C.OC1[N:34]([CH2:45][C:46]2C=CC=CC=2OC)[C:35](=O)[CH:36]=C(O)C=1C(OC)=O.C(N(CC)C(C)C)(C)C.[N:63]([CH2:66][C:67]([O:69]CC)=[O:68])=C=O, predict the reaction product. The product is: [OH:30][C:10]1[C:9]([C:7]([NH:6][CH2:5][C:4]2[CH:36]=[CH:35][N:34]=[CH:45][CH:46]=2)=[O:8])=[C:14]([OH:15])[N:13]([CH2:16][C:17]2[CH:22]=[CH:21][CH:20]=[CH:19][C:18]=2[O:23][CH3:24])[C:12](=[O:25])[C:11]=1[C:26]([NH:63][CH2:66][C:67]([OH:69])=[O:68])=[O:27]. (6) Given the reactants [Br:1][C:2]1[CH:3]=[CH:4][C:5]2[C:9]3[CH:10]=[CH:11][C:12]([N+:14]([O-])=O)=[CH:13][C:8]=3[S:7](=O)[C:6]=2[CH:18]=1.C(O)(=O)C.O.O.Cl[Sn]Cl, predict the reaction product. The product is: [Br:1][C:2]1[CH:3]=[CH:4][C:5]2[C:9]3[CH:10]=[CH:11][C:12]([NH2:14])=[CH:13][C:8]=3[S:7][C:6]=2[CH:18]=1. (7) Given the reactants FC1C(F)=CC(F)=C(F)C=1.[F:11][C:12]1[C:19]([F:20])=[CH:18][C:17]([F:21])=[C:16]([F:22])[C:13]=1[C:14]#[N:15], predict the reaction product. The product is: [F:11][C:12]1[C:19]([F:20])=[CH:18][C:17]([F:21])=[C:16]([F:22])[C:13]=1[CH2:14][NH2:15].